This data is from Full USPTO retrosynthesis dataset with 1.9M reactions from patents (1976-2016). The task is: Predict the reactants needed to synthesize the given product. (1) Given the product [C:19]([C:16]1[CH:17]=[CH:18][C:13]([CH:8]=[O:9])=[CH:14][C:15]=1[Cl:23])([CH3:22])([CH3:21])[CH3:20], predict the reactants needed to synthesize it. The reactants are: C1(C2C=CC([CH:8]=[O:9])=CC=2)CC1.Br[C:13]1[CH:18]=[CH:17][C:16]([C:19]([CH3:22])([CH3:21])[CH3:20])=[C:15]([Cl:23])[CH:14]=1.[Li]CCCC.CN(C=O)C. (2) Given the product [Br:1][C:2]1[CH:11]=[C:10]2[C:5]([CH2:6][CH2:7][NH:8][CH:9]2[CH3:12])=[CH:4][CH:3]=1, predict the reactants needed to synthesize it. The reactants are: [Br:1][C:2]1[CH:11]=[C:10]2[C:5]([CH2:6][CH2:7][N:8]=[C:9]2[CH3:12])=[CH:4][CH:3]=1.C(O[BH-](OC(=O)C)OC(=O)C)(=O)C.[Na+]. (3) Given the product [N:19]1([C:25]2[CH:26]=[C:27]([C:28]([NH:1][C:2]3[CH:7]=[CH:6][C:5]([C@@H:8]4[CH2:10][C@H:9]4[NH:11][C:12](=[O:18])[O:13][C:14]([CH3:15])([CH3:17])[CH3:16])=[CH:4][CH:3]=3)=[O:29])[CH:31]=[CH:32][CH:33]=2)[CH2:24][CH2:23][CH2:22][CH2:21][CH2:20]1, predict the reactants needed to synthesize it. The reactants are: [NH2:1][C:2]1[CH:7]=[CH:6][C:5]([C@@H:8]2[CH2:10][C@H:9]2[NH:11][C:12](=[O:18])[O:13][C:14]([CH3:17])([CH3:16])[CH3:15])=[CH:4][CH:3]=1.[N:19]1([C:25]2[CH:26]=[C:27]([CH:31]=[CH:32][CH:33]=2)[C:28](O)=[O:29])[CH2:24][CH2:23][CH2:22][CH2:21][CH2:20]1.Cl.C(N=C=NCCCN(C)C)C.ON1C2C=CC=CC=2N=N1.